Dataset: NCI-60 drug combinations with 297,098 pairs across 59 cell lines. Task: Regression. Given two drug SMILES strings and cell line genomic features, predict the synergy score measuring deviation from expected non-interaction effect. (1) Drug 1: CC1=C(C=C(C=C1)C(=O)NC2=CC(=CC(=C2)C(F)(F)F)N3C=C(N=C3)C)NC4=NC=CC(=N4)C5=CN=CC=C5. Drug 2: CC12CCC3C(C1CCC2OP(=O)(O)O)CCC4=C3C=CC(=C4)OC(=O)N(CCCl)CCCl.[Na+]. Cell line: HOP-62. Synergy scores: CSS=9.41, Synergy_ZIP=12.3, Synergy_Bliss=15.6, Synergy_Loewe=18.2, Synergy_HSA=12.2. (2) Drug 1: C1=CC(=CC=C1CC(C(=O)O)N)N(CCCl)CCCl.Cl. Drug 2: CC1C(C(CC(O1)OC2CC(CC3=C2C(=C4C(=C3O)C(=O)C5=CC=CC=C5C4=O)O)(C(=O)C)O)N)O. Cell line: T-47D. Synergy scores: CSS=42.5, Synergy_ZIP=1.41, Synergy_Bliss=4.43, Synergy_Loewe=-3.26, Synergy_HSA=3.85. (3) Drug 1: C1=CC(=CC=C1CCCC(=O)O)N(CCCl)CCCl. Drug 2: C1CN(CCN1C(=O)CCBr)C(=O)CCBr. Cell line: HOP-92. Synergy scores: CSS=35.2, Synergy_ZIP=-8.36, Synergy_Bliss=-2.01, Synergy_Loewe=0.164, Synergy_HSA=0.802. (4) Drug 1: CN1CCC(CC1)COC2=C(C=C3C(=C2)N=CN=C3NC4=C(C=C(C=C4)Br)F)OC. Drug 2: CN(CCCl)CCCl.Cl. Cell line: OVCAR-8. Synergy scores: CSS=2.34, Synergy_ZIP=-2.37, Synergy_Bliss=-0.620, Synergy_Loewe=-3.63, Synergy_HSA=-1.87. (5) Drug 1: C1CC(C1)(C(=O)O)C(=O)O.[NH2-].[NH2-].[Pt+2]. Drug 2: B(C(CC(C)C)NC(=O)C(CC1=CC=CC=C1)NC(=O)C2=NC=CN=C2)(O)O. Cell line: OVCAR-4. Synergy scores: CSS=55.0, Synergy_ZIP=-1.26, Synergy_Bliss=-2.29, Synergy_Loewe=-2.17, Synergy_HSA=-1.91. (6) Drug 2: C(=O)(N)NO. Drug 1: CC1OCC2C(O1)C(C(C(O2)OC3C4COC(=O)C4C(C5=CC6=C(C=C35)OCO6)C7=CC(=C(C(=C7)OC)O)OC)O)O. Synergy scores: CSS=14.2, Synergy_ZIP=-4.65, Synergy_Bliss=-0.542, Synergy_Loewe=-15.1, Synergy_HSA=0.522. Cell line: SNB-75. (7) Drug 1: CC1=C(C=C(C=C1)C(=O)NC2=CC(=CC(=C2)C(F)(F)F)N3C=C(N=C3)C)NC4=NC=CC(=N4)C5=CN=CC=C5. Drug 2: C1=CC=C(C=C1)NC(=O)CCCCCCC(=O)NO. Cell line: SF-268. Synergy scores: CSS=-16.8, Synergy_ZIP=9.10, Synergy_Bliss=0.124, Synergy_Loewe=-30.5, Synergy_HSA=-25.7.